From a dataset of Catalyst prediction with 721,799 reactions and 888 catalyst types from USPTO. Predict which catalyst facilitates the given reaction. (1) Reactant: O[CH:2]([C:13]1[C:14]([C:24]2[CH:29]=[CH:28][C:27]([CH3:30])=[CH:26][CH:25]=2)=[N:15][N:16]2[CH:21]=[C:20]([O:22][CH3:23])[CH:19]=[CH:18][C:17]=12)[C:3]1[N:8]=[C:7]([C:9]([O:11][CH3:12])=[O:10])[CH:6]=[CH:5][CH:4]=1.C([SiH](CC)CC)C.FC(F)(F)C(O)=O.C(=O)(O)[O-].[Na+]. Product: [CH3:23][O:22][C:20]1[CH:19]=[CH:18][C:17]2[N:16]([N:15]=[C:14]([C:24]3[CH:29]=[CH:28][C:27]([CH3:30])=[CH:26][CH:25]=3)[C:13]=2[CH2:2][C:3]2[N:8]=[C:7]([C:9]([O:11][CH3:12])=[O:10])[CH:6]=[CH:5][CH:4]=2)[CH:21]=1. The catalyst class is: 4. (2) Reactant: [CH3:1][C@@:2]12[C@@H:18]([OH:19])[CH2:17][CH2:16][C@H:15]1[C@H:14]1[C@@H:5]([C:6]3[C:11]([CH2:12][CH2:13]1)=[CH:10][C:9](O)=[C:8]([O:21][CH3:22])[CH:7]=3)[CH2:4][CH2:3]2.CC(C)[O-].[Al+3].CC(C)[O-].CC(C)[O-].C1(=O)CCCCC1. Product: [CH3:22][O:21][C:8]1[CH:9]=[CH:10][C:11]2[CH2:12][CH2:13][C@@H:14]3[C@@H:5]([C:6]=2[CH:7]=1)[CH2:4][CH2:3][C@@:2]1([CH3:1])[C@H:15]3[CH2:16][CH2:17][C:18]1=[O:19]. The catalyst class is: 389. (3) Reactant: C[O:2][C:3](=[O:36])[C@H:4]([CH2:16][C:17]1[CH:22]=[CH:21][C:20]([C:23]2[C:24](=[O:35])[N:25]([CH3:34])[C:26]([CH3:33])=[CH:27][C:28]=2[C:29]([F:32])([F:31])[F:30])=[CH:19][CH:18]=1)[NH:5][C:6]([C:8]1[C:13]([Cl:14])=[CH:12][CH:11]=[CH:10][C:9]=1[Cl:15])=[O:7]. Product: [Cl:15][C:9]1[CH:10]=[CH:11][CH:12]=[C:13]([Cl:14])[C:8]=1[C:6]([NH:5][C@H:4]([C:3]([OH:36])=[O:2])[CH2:16][C:17]1[CH:18]=[CH:19][C:20]([C:23]2[C:24](=[O:35])[N:25]([CH3:34])[C:26]([CH3:33])=[CH:27][C:28]=2[C:29]([F:31])([F:32])[F:30])=[CH:21][CH:22]=1)=[O:7]. The catalyst class is: 494. (4) Reactant: [Br:1][C:2]1[C:3]([CH3:9])=[N:4][C:5]([NH2:8])=[N:6][CH:7]=1.[CH3:10][O:11][C:12]1[CH:19]=[CH:18][C:15]([CH2:16]Cl)=[CH:14][CH:13]=1.[H-].[Na+].B(OC(C)C)(OC(C)C)OC(C)C.[CH2:35]1[CH2:39][O:38][CH2:37][CH2:36]1.[C:40]1(C)[CH:45]=CC=[CH:42][CH:41]=1. The catalyst class is: 3. Product: [Br:1][C:2]1[C:3]([CH3:9])=[N:4][C:5]([N:8]([CH2:42][C:41]2[CH:36]=[CH:35][C:39]([O:38][CH3:37])=[CH:45][CH:40]=2)[CH2:16][C:15]2[CH:18]=[CH:19][C:12]([O:11][CH3:10])=[CH:13][CH:14]=2)=[N:6][CH:7]=1.